Dataset: Full USPTO retrosynthesis dataset with 1.9M reactions from patents (1976-2016). Task: Predict the reactants needed to synthesize the given product. (1) Given the product [CH3:28][C:19]1([CH3:20])[O:21][CH:15]([C:13]2[N:14]=[C:10]([NH2:9])[S:11][CH:12]=2)[CH2:16][O:18]1, predict the reactants needed to synthesize it. The reactants are: [BH4-].[Na+].C(OC([NH:9][C:10]1[S:11][CH:12]=[C:13]([C:15](=[O:21])[C:16]([O:18][CH2:19][CH3:20])=O)[N:14]=1)=O)C=C.Cl.O.S([C:28]1C=CC(C)=CC=1)(O)(=O)=O. (2) Given the product [CH3:1][O:2][C:3](=[O:11])[C:4]1[CH:9]=[CH:8][C:7]([NH:10][S:22]([C:19]2[CH:18]=[CH:17][C:16]([S:13]([CH3:12])(=[O:15])=[O:14])=[CH:21][CH:20]=2)(=[O:24])=[O:23])=[CH:6][CH:5]=1, predict the reactants needed to synthesize it. The reactants are: [CH3:1][O:2][C:3](=[O:11])[C:4]1[CH:9]=[CH:8][C:7]([NH2:10])=[CH:6][CH:5]=1.[CH3:12][S:13]([C:16]1[CH:21]=[CH:20][C:19]([S:22](Cl)(=[O:24])=[O:23])=[CH:18][CH:17]=1)(=[O:15])=[O:14].ClCCl. (3) The reactants are: [CH3:1][C:2]1[CH:3]=[CH:4][C:5]([NH:21][C:22]([C:24]2[CH:25]=[CH:26][C:27]([CH2:30][N:31]3[CH2:36][CH2:35][N:34]([CH3:37])[CH2:33][CH2:32]3)=[CH:28][CH:29]=2)=[O:23])=[CH:6][C:7]=1[NH:8][C:9]1[N:10]=[CH:11][CH:12]=[C:13]([C:15]2[CH:16]=[CH:17][CH:18]=[N:19][CH:20]=2)[N:14]=1.[C:38]1([CH2:44][C:45]([O:47][CH2:48][I:49])=[O:46])[CH:43]=[CH:42][CH:41]=[CH:40][CH:39]=1. Given the product [I-:49].[CH3:37][N+:34]1([CH2:48][O:47][C:45](=[O:46])[CH2:44][C:38]2[CH:39]=[CH:40][CH:41]=[CH:42][CH:43]=2)[CH2:33][CH2:32][N:31]([CH2:30][C:27]2[CH:28]=[CH:29][C:24]([C:22](=[O:23])[NH:21][C:5]3[CH:4]=[CH:3][C:2]([CH3:1])=[C:7]([NH:8][C:9]4[N:14]=[C:13]([C:15]5[CH:20]=[N:19][CH:18]=[CH:17][CH:16]=5)[CH:12]=[CH:11][N:10]=4)[CH:6]=3)=[CH:25][CH:26]=2)[CH2:36][CH2:35]1, predict the reactants needed to synthesize it. (4) Given the product [CH2:1]([O:3][CH2:4][C:5]1[CH:6]=[CH:7][C:8]([NH:12][S:21]([C:17]2[CH:18]=[CH:19][CH:20]=[C:15]([C:14]([F:13])([F:25])[F:26])[CH:16]=2)(=[O:23])=[O:22])=[N:9][C:10]=1[CH3:11])[CH3:2], predict the reactants needed to synthesize it. The reactants are: [CH2:1]([O:3][CH2:4][C:5]1[CH:6]=[CH:7][C:8]([NH2:12])=[N:9][C:10]=1[CH3:11])[CH3:2].[F:13][C:14]([F:26])([F:25])[C:15]1[CH:16]=[C:17]([S:21](Cl)(=[O:23])=[O:22])[CH:18]=[CH:19][CH:20]=1. (5) Given the product [CH3:28][O:29][C:30]1[CH:31]=[CH:32][C:33]([S:36]([NH:24][CH2:23][CH2:22][CH2:21][CH2:20][C@@H:19]([C:25]([OH:27])=[O:26])[NH:18][C:16]([O:15][CH2:14][CH:12]2[C:11]3[CH:10]=[CH:9][CH:8]=[CH:7][C:6]=3[C:5]3[C:13]2=[CH:1][CH:2]=[CH:3][CH:4]=3)=[O:17])(=[O:38])=[O:37])=[CH:34][CH:35]=1, predict the reactants needed to synthesize it. The reactants are: [CH:1]1[C:13]2[CH:12]([CH2:14][O:15][C:16]([NH:18][C@H:19]([C:25]([OH:27])=[O:26])[CH2:20][CH2:21][CH2:22][CH2:23][NH2:24])=[O:17])[C:11]3[C:6](=[CH:7][CH:8]=[CH:9][CH:10]=3)[C:5]=2[CH:4]=[CH:3][CH:2]=1.[CH3:28][O:29][C:30]1[CH:35]=[CH:34][C:33]([S:36](Cl)(=[O:38])=[O:37])=[CH:32][CH:31]=1. (6) Given the product [ClH:40].[ClH:40].[C:1]([C:4]1[CH:5]=[CH:6][C:7]([OH:39])=[C:8]([NH:10][C:11](=[O:38])[CH2:12][C:13]2[CH:18]=[CH:17][C:16]([N:19]3[C:23]4[CH:24]=[CH:25][CH:26]=[CH:27][C:22]=4[N:21]=[C:20]3[CH2:28][NH2:29])=[C:15]([CH3:37])[CH:14]=2)[CH:9]=1)(=[NH:2])[NH2:3], predict the reactants needed to synthesize it. The reactants are: [C:1]([C:4]1[CH:5]=[CH:6][C:7]([OH:39])=[C:8]([NH:10][C:11](=[O:38])[CH2:12][C:13]2[CH:18]=[CH:17][C:16]([N:19]3[C:23]4[CH:24]=[CH:25][CH:26]=[CH:27][C:22]=4[N:21]=[C:20]3[CH2:28][NH:29]C(OC(C)(C)C)=O)=[C:15]([CH3:37])[CH:14]=2)[CH:9]=1)(=[NH:3])[NH2:2].[ClH:40]. (7) Given the product [C:12]([N:5]1[C:6]2[C:11](=[CH:10][CH:9]=[CH:8][CH:7]=2)[C@H:2]([NH:1][C:20]2[CH:27]=[CH:26][C:23]([C:24]#[N:25])=[CH:22][N:21]=2)[C@@H:3]([CH3:18])[C@@H:4]1[CH:15]1[CH2:17][CH2:16]1)(=[O:14])[CH3:13], predict the reactants needed to synthesize it. The reactants are: [NH2:1][C@H:2]1[C:11]2[C:6](=[CH:7][CH:8]=[CH:9][CH:10]=2)[N:5]([C:12](=[O:14])[CH3:13])[C@@H:4]([CH:15]2[CH2:17][CH2:16]2)[C@@H:3]1[CH3:18].Cl[C:20]1[CH:27]=[CH:26][C:23]([C:24]#[N:25])=[CH:22][N:21]=1.CCN(C(C)C)C(C)C. (8) Given the product [Br:28][C:29]1[CH:30]=[C:31]([CH:32]=[CH:33][CH:34]=1)[CH2:35][N:1]1[C:9]2[C:4](=[CH:5][C:6]([NH:10][C:11]3[CH:20]=[CH:19][C:18]([Cl:21])=[CH:17][C:12]=3[C:13]([O:15][CH3:16])=[O:14])=[CH:7][CH:8]=2)[CH:3]=[CH:2]1, predict the reactants needed to synthesize it. The reactants are: [NH:1]1[C:9]2[C:4](=[CH:5][C:6]([NH:10][C:11]3[CH:20]=[CH:19][C:18]([Cl:21])=[CH:17][C:12]=3[C:13]([O:15][CH3:16])=[O:14])=[CH:7][CH:8]=2)[CH:3]=[CH:2]1.CC(C)([O-])C.[K+].[Br:28][C:29]1[CH:34]=[CH:33][CH:32]=[C:31]([CH2:35]Br)[CH:30]=1.Cl.